From a dataset of Full USPTO retrosynthesis dataset with 1.9M reactions from patents (1976-2016). Predict the reactants needed to synthesize the given product. (1) Given the product [C:1]([N:4]1[CH2:9][CH2:8][N:7]([C:10]2[CH:17]=[C:16]([Cl:18])[CH:15]=[CH:14][C:11]=2[CH2:12][N:22]2[CH2:21][CH2:20][N:19]([C:25]([O:27][C:28]([CH3:31])([CH3:30])[CH3:29])=[O:26])[CH2:24][CH2:23]2)[CH2:6][CH2:5]1)(=[O:3])[CH3:2], predict the reactants needed to synthesize it. The reactants are: [C:1]([N:4]1[CH2:9][CH2:8][N:7]([C:10]2[CH:17]=[C:16]([Cl:18])[CH:15]=[CH:14][C:11]=2[CH:12]=O)[CH2:6][CH2:5]1)(=[O:3])[CH3:2].[N:19]1([C:25]([O:27][C:28]([CH3:31])([CH3:30])[CH3:29])=[O:26])[CH2:24][CH2:23][NH:22][CH2:21][CH2:20]1.ClCCl.C(O[BH-](OC(=O)C)OC(=O)C)(=O)C.[Na+]. (2) Given the product [CH3:1][C:2]1[C:6]([CH2:7][OH:8])=[C:5]([CH3:9])[O:4][N:3]=1, predict the reactants needed to synthesize it. The reactants are: [CH3:1][C:2]1[C:6]([CH:7]=[O:8])=[C:5]([CH3:9])[O:4][N:3]=1.[BH4-].[Na+].O. (3) The reactants are: [OH-:1].[Na+].[Cl:3][C:4]1[CH:5]=[N:6][CH:7]=[C:8]([Cl:26])[C:9]=1[NH:10][C:11]([C:13]1[C:14]2[N:15]([N:21]=[C:22]([CH:24]=[O:25])[CH:23]=2)[C:16]([O:19][CH3:20])=[CH:17][CH:18]=1)=[O:12].Cl. Given the product [Cl:26][C:8]1[CH:7]=[N:6][CH:5]=[C:4]([Cl:3])[C:9]=1[NH:10][C:11]([C:13]1[C:14]2[N:15]([N:21]=[C:22]([C:24]([OH:1])=[O:25])[CH:23]=2)[C:16]([O:19][CH3:20])=[CH:17][CH:18]=1)=[O:12], predict the reactants needed to synthesize it. (4) Given the product [NH2:9][C:10]1[CH2:31][O:30][CH2:29][C@:12]2([C:25]3[CH:24]=[C:23]([C:34]4[CH2:33][O:32][CH2:37][CH2:36][CH:35]=4)[CH:22]=[C:21]([F:27])[C:20]=3[O:19][C:18]3[C:13]2=[CH:14][C:15]([OH:28])=[CH:16][CH:17]=3)[N:11]=1, predict the reactants needed to synthesize it. The reactants are: P([O-])([O-])([O-])=O.[K+].[K+].[K+].[NH2:9][C:10]1[CH2:31][O:30][CH2:29][C@:12]2([C:25]3[CH:24]=[C:23](Br)[CH:22]=[C:21]([F:27])[C:20]=3[O:19][C:18]3[C:13]2=[CH:14][C:15]([OH:28])=[CH:16][CH:17]=3)[N:11]=1.[O:32]1[CH2:37][CH2:36][CH:35]=[C:34](B2OC(C)(C)C(C)(C)O2)[CH2:33]1.